Dataset: Full USPTO retrosynthesis dataset with 1.9M reactions from patents (1976-2016). Task: Predict the reactants needed to synthesize the given product. The reactants are: [CH3:1][C@@:2]([S:23]([CH3:26])(=[O:25])=[O:24])([CH2:6][CH2:7][C:8]1[CH:13]=[CH:12][C:11]([B:14]2[O:18][C:17]([CH3:20])([CH3:19])[C:16]([CH3:22])([CH3:21])[O:15]2)=[CH:10][CH:9]=1)[C:3]([OH:5])=O.[O:27]1[CH2:32][CH2:31][CH2:30][CH2:29][CH:28]1[O:33][NH2:34].BrC1C=CC(CCC(C)(S(C)(=O)=O)C(NOC2CCCCO2)=O)=CC=1. Given the product [CH3:1][C@@:2]([S:23]([CH3:26])(=[O:24])=[O:25])([CH2:6][CH2:7][C:8]1[CH:13]=[CH:12][C:11]([B:14]2[O:15][C:16]([CH3:21])([CH3:22])[C:17]([CH3:20])([CH3:19])[O:18]2)=[CH:10][CH:9]=1)[C:3]([NH:34][O:33][CH:28]1[CH2:29][CH2:30][CH2:31][CH2:32][O:27]1)=[O:5], predict the reactants needed to synthesize it.